This data is from Full USPTO retrosynthesis dataset with 1.9M reactions from patents (1976-2016). The task is: Predict the reactants needed to synthesize the given product. (1) Given the product [NH2:27][C:26]1[C:3]2[C:2](=[CH:25][CH:24]=[CH:23][C:4]=2[O:5][CH2:6][CH:7]2[CH2:12][CH2:11][CH2:10][CH2:9][NH:8]2)[N:1]=[C:29]([CH3:36])[C:30]=1[C:31]([O:33][CH2:34][CH3:35])=[O:32], predict the reactants needed to synthesize it. The reactants are: [NH2:1][C:2]1[C:3]([C:26]#[N:27])=[C:4]([CH:23]=[CH:24][CH:25]=1)[O:5][CH2:6][CH:7]1[CH2:12][CH2:11][CH2:10][CH2:9][N:8]1C(OCC1C=CC=CC=1)=O.O=[C:29]([CH3:36])[CH2:30][C:31]([O:33][CH2:34][CH3:35])=[O:32]. (2) Given the product [Cl:8][C:5]1[CH:6]=[CH:7][C:2]([I:29])=[C:3]([C:9]([C:11]2[CH:16]=[CH:15][CH:14]=[C:13]([O:17][CH3:18])[C:12]=2[O:19][CH3:20])=[O:10])[CH:4]=1, predict the reactants needed to synthesize it. The reactants are: N[C:2]1[CH:7]=[CH:6][C:5]([Cl:8])=[CH:4][C:3]=1[C:9]([C:11]1[CH:16]=[CH:15][CH:14]=[C:13]([O:17][CH3:18])[C:12]=1[O:19][CH3:20])=[O:10].N(OCCC(C)C)=O.[I-:29].[Na+]. (3) Given the product [Cl:1][C:2]1[C:7]([C:8]([F:10])([F:11])[F:9])=[CH:6][C:5]([N+:12]([O-:14])=[O:13])=[CH:4][C:3]=1[N:15]1[C:19](=[O:20])[N:18]([CH3:21])[N:17]=[N:16]1, predict the reactants needed to synthesize it. The reactants are: [Cl:1][C:2]1[C:7]([C:8]([F:11])([F:10])[F:9])=[CH:6][C:5]([N+:12]([O-:14])=[O:13])=[CH:4][C:3]=1[N:15]1[C:19](=[O:20])[NH:18][N:17]=[N:16]1.[CH3:21]N(C=O)C.C([O-])([O-])=O.[K+].[K+].IC.